From a dataset of NCI-60 drug combinations with 297,098 pairs across 59 cell lines. Regression. Given two drug SMILES strings and cell line genomic features, predict the synergy score measuring deviation from expected non-interaction effect. (1) Drug 1: CS(=O)(=O)C1=CC(=C(C=C1)C(=O)NC2=CC(=C(C=C2)Cl)C3=CC=CC=N3)Cl. Drug 2: CCC1(CC2CC(C3=C(CCN(C2)C1)C4=CC=CC=C4N3)(C5=C(C=C6C(=C5)C78CCN9C7C(C=CC9)(C(C(C8N6C)(C(=O)OC)O)OC(=O)C)CC)OC)C(=O)OC)O.OS(=O)(=O)O. Cell line: HCC-2998. Synergy scores: CSS=62.1, Synergy_ZIP=13.7, Synergy_Bliss=12.6, Synergy_Loewe=-18.2, Synergy_HSA=11.6. (2) Drug 1: C1=CC(=C2C(=C1NCCNCCO)C(=O)C3=C(C=CC(=C3C2=O)O)O)NCCNCCO. Drug 2: CC1C(C(CC(O1)OC2CC(CC3=C2C(=C4C(=C3O)C(=O)C5=CC=CC=C5C4=O)O)(C(=O)C)O)N)O. Cell line: BT-549. Synergy scores: CSS=34.5, Synergy_ZIP=-3.48, Synergy_Bliss=-1.55, Synergy_Loewe=-1.43, Synergy_HSA=0.472. (3) Drug 1: C1=NC2=C(N=C(N=C2N1C3C(C(C(O3)CO)O)F)Cl)N. Drug 2: CC1CCC2CC(C(=CC=CC=CC(CC(C(=O)C(C(C(=CC(C(=O)CC(OC(=O)C3CCCCN3C(=O)C(=O)C1(O2)O)C(C)CC4CCC(C(C4)OC)OCCO)C)C)O)OC)C)C)C)OC. Cell line: NCI-H522. Synergy scores: CSS=9.87, Synergy_ZIP=-5.13, Synergy_Bliss=-3.18, Synergy_Loewe=-9.14, Synergy_HSA=-3.47. (4) Drug 1: C1CCN(CC1)CCOC2=CC=C(C=C2)C(=O)C3=C(SC4=C3C=CC(=C4)O)C5=CC=C(C=C5)O. Drug 2: B(C(CC(C)C)NC(=O)C(CC1=CC=CC=C1)NC(=O)C2=NC=CN=C2)(O)O. Cell line: SK-MEL-5. Synergy scores: CSS=-9.73, Synergy_ZIP=5.88, Synergy_Bliss=2.01, Synergy_Loewe=-2.53, Synergy_HSA=-5.38.